Dataset: NCI-60 drug combinations with 297,098 pairs across 59 cell lines. Task: Regression. Given two drug SMILES strings and cell line genomic features, predict the synergy score measuring deviation from expected non-interaction effect. (1) Drug 1: C1=NNC2=C1C(=O)NC=N2. Drug 2: C1CN(P(=O)(OC1)NCCCl)CCCl. Cell line: NCIH23. Synergy scores: CSS=5.18, Synergy_ZIP=-1.87, Synergy_Bliss=0.906, Synergy_Loewe=-2.51, Synergy_HSA=-0.00799. (2) Drug 1: C1CN1P(=S)(N2CC2)N3CC3. Drug 2: CCCCC(=O)OCC(=O)C1(CC(C2=C(C1)C(=C3C(=C2O)C(=O)C4=C(C3=O)C=CC=C4OC)O)OC5CC(C(C(O5)C)O)NC(=O)C(F)(F)F)O. Cell line: MOLT-4. Synergy scores: CSS=65.5, Synergy_ZIP=-1.86, Synergy_Bliss=-4.53, Synergy_Loewe=-4.96, Synergy_HSA=-1.61. (3) Drug 1: CN1C2=C(C=C(C=C2)N(CCCl)CCCl)N=C1CCCC(=O)O.Cl. Drug 2: C(CN)CNCCSP(=O)(O)O. Cell line: K-562. Synergy scores: CSS=0.237, Synergy_ZIP=3.90, Synergy_Bliss=4.87, Synergy_Loewe=2.66, Synergy_HSA=1.39. (4) Cell line: SK-MEL-28. Drug 2: CC1CCC2CC(C(=CC=CC=CC(CC(C(=O)C(C(C(=CC(C(=O)CC(OC(=O)C3CCCCN3C(=O)C(=O)C1(O2)O)C(C)CC4CCC(C(C4)OC)OCCO)C)C)O)OC)C)C)C)OC. Synergy scores: CSS=30.7, Synergy_ZIP=-8.87, Synergy_Bliss=3.10, Synergy_Loewe=5.07, Synergy_HSA=6.48. Drug 1: COC1=CC(=CC(=C1O)OC)C2C3C(COC3=O)C(C4=CC5=C(C=C24)OCO5)OC6C(C(C7C(O6)COC(O7)C8=CC=CS8)O)O. (5) Drug 1: C1CN1C2=NC(=NC(=N2)N3CC3)N4CC4. Drug 2: CCC1(CC2CC(C3=C(CCN(C2)C1)C4=CC=CC=C4N3)(C5=C(C=C6C(=C5)C78CCN9C7C(C=CC9)(C(C(C8N6C)(C(=O)OC)O)OC(=O)C)CC)OC)C(=O)OC)O.OS(=O)(=O)O. Cell line: IGROV1. Synergy scores: CSS=16.5, Synergy_ZIP=-2.31, Synergy_Bliss=0.843, Synergy_Loewe=1.09, Synergy_HSA=1.33. (6) Drug 1: C1CC(=O)NC(=O)C1N2CC3=C(C2=O)C=CC=C3N. Drug 2: CC1=C(C=C(C=C1)NC(=O)C2=CC=C(C=C2)CN3CCN(CC3)C)NC4=NC=CC(=N4)C5=CN=CC=C5. Cell line: KM12. Synergy scores: CSS=-8.07, Synergy_ZIP=-1.56, Synergy_Bliss=-15.3, Synergy_Loewe=-17.8, Synergy_HSA=-17.5. (7) Drug 2: C1=NC2=C(N=C(N=C2N1C3C(C(C(O3)CO)O)O)F)N. Cell line: HL-60(TB). Synergy scores: CSS=88.5, Synergy_ZIP=-3.46, Synergy_Bliss=-11.0, Synergy_Loewe=-12.5, Synergy_HSA=-10.8. Drug 1: C1=CC(=CC=C1CCCC(=O)O)N(CCCl)CCCl. (8) Drug 1: COC1=NC(=NC2=C1N=CN2C3C(C(C(O3)CO)O)O)N. Drug 2: CC1=C(N=C(N=C1N)C(CC(=O)N)NCC(C(=O)N)N)C(=O)NC(C(C2=CN=CN2)OC3C(C(C(C(O3)CO)O)O)OC4C(C(C(C(O4)CO)O)OC(=O)N)O)C(=O)NC(C)C(C(C)C(=O)NC(C(C)O)C(=O)NCCC5=NC(=CS5)C6=NC(=CS6)C(=O)NCCC[S+](C)C)O. Cell line: SK-OV-3. Synergy scores: CSS=9.03, Synergy_ZIP=-2.90, Synergy_Bliss=-0.656, Synergy_Loewe=-17.0, Synergy_HSA=-2.26. (9) Drug 1: CNC(=O)C1=CC=CC=C1SC2=CC3=C(C=C2)C(=NN3)C=CC4=CC=CC=N4. Drug 2: CC(C1=C(C=CC(=C1Cl)F)Cl)OC2=C(N=CC(=C2)C3=CN(N=C3)C4CCNCC4)N. Cell line: SW-620. Synergy scores: CSS=18.7, Synergy_ZIP=-2.61, Synergy_Bliss=3.05, Synergy_Loewe=0.682, Synergy_HSA=0.533.